From a dataset of Catalyst prediction with 721,799 reactions and 888 catalyst types from USPTO. Predict which catalyst facilitates the given reaction. (1) Reactant: [C:1]([C:3]1[CH:8]=[CH:7][C:6]([N:9]2[CH:13]=[CH:12][N:11]=[CH:10]2)=[CH:5][CH:4]=1)#[N:2].C[I:15].[CH2:16](O)C. Product: [I-:15].[C:1]([C:3]1[CH:4]=[CH:5][C:6]([N+:9]2[CH:13]=[CH:12][N:11]([CH3:16])[CH:10]=2)=[CH:7][CH:8]=1)#[N:2]. The catalyst class is: 6. (2) Reactant: Cl.[NH2:2][OH:3].C([O-])(=O)C.[Na+].[Cl:9][C:10]1[CH:11]=[C:12]([CH:15]=[C:16]([Cl:18])[CH:17]=1)[CH:13]=O. Product: [Cl:9][C:10]1[CH:11]=[C:12]([CH:15]=[C:16]([Cl:18])[CH:17]=1)[CH:13]=[N:2][OH:3]. The catalyst class is: 8. (3) Reactant: [Cl:1][C:2]1[CH:3]=[N:4][C:5]2[C:10]([C:11]=1OS(C(F)(F)F)(=O)=O)=[N:9][C:8]([O:20][CH3:21])=[CH:7][CH:6]=2.[CH2:22]([Sn](CCCC)(CCCC)CCCC)[CH:23]=[CH2:24]. Product: [CH2:24]([C:11]1[C:2]([Cl:1])=[CH:3][N:4]=[C:5]2[C:10]=1[N:9]=[C:8]([O:20][CH3:21])[CH:7]=[CH:6]2)[CH:23]=[CH2:22]. The catalyst class is: 3. (4) Reactant: [CH3:1][C:2]([O:9][C:10]1[N:14]([C:15]2[C:24]3[C:19](=[CH:20][CH:21]=[CH:22][CH:23]=3)[CH:18]=[CH:17][CH:16]=2)[N:13]=[CH:12][CH:11]=1)([CH3:8])[C:3]([O:5]CC)=[O:4].[OH-].[Na+]. Product: [CH3:8][C:2]([O:9][C:10]1[N:14]([C:15]2[C:24]3[C:19](=[CH:20][CH:21]=[CH:22][CH:23]=3)[CH:18]=[CH:17][CH:16]=2)[N:13]=[CH:12][CH:11]=1)([CH3:1])[C:3]([OH:5])=[O:4]. The catalyst class is: 5. (5) Reactant: [NH2:1][C@@H:2]([CH2:15][C:16]1[CH:21]=[CH:20][C:19]([C:22]2[N:27]=[CH:26][C:25]([C:28]3[CH:33]=[CH:32][C:31]([O:34][CH2:35][CH2:36][CH2:37][CH2:38][CH2:39][CH2:40][CH3:41])=[CH:30][CH:29]=3)=[CH:24][N:23]=2)=[CH:18][CH:17]=1)[C:3]([NH:5][C@@H:6]([C:8]([O:10][C:11]([CH3:14])([CH3:13])[CH3:12])=[O:9])[CH3:7])=[O:4].[C:42]([C:46]1[S:50][C:49]([C:51](O)=[O:52])=[CH:48][CH:47]=1)([CH3:45])([CH3:44])[CH3:43].CN(C(ON1N=NC2C=CC=NC1=2)=[N+](C)C)C.F[P-](F)(F)(F)(F)F. Product: [C:42]([C:46]1[S:50][C:49]([C:51]([NH:1][C@@H:2]([CH2:15][C:16]2[CH:21]=[CH:20][C:19]([C:22]3[N:27]=[CH:26][C:25]([C:28]4[CH:33]=[CH:32][C:31]([O:34][CH2:35][CH2:36][CH2:37][CH2:38][CH2:39][CH2:40][CH3:41])=[CH:30][CH:29]=4)=[CH:24][N:23]=3)=[CH:18][CH:17]=2)[C:3]([NH:5][C@@H:6]([C:8]([O:10][C:11]([CH3:12])([CH3:13])[CH3:14])=[O:9])[CH3:7])=[O:4])=[O:52])=[CH:48][CH:47]=1)([CH3:45])([CH3:43])[CH3:44]. The catalyst class is: 499. (6) Reactant: FC(F)(F)C([O-])=[O:4].[NH2:8][C:9]([C:11]1[C:19]2[C:15](=[CH:16][N:17]([C:20]3[CH:35]=[CH:34][C:23]([C:24]([NH:26]CC4C=C[NH+]=CC=4)=O)=[CH:22][CH:21]=3)[N:18]=2)[CH:14]=[CH:13][CH:12]=1)=[O:10].C(C1C=CC(N2C=C3C(C(C(N)=O)=CC=C3)=N2)=CC=1)=O.Cl.NO.CCN(CC)CC. Product: [OH:4][N:26]=[CH:24][C:23]1[CH:34]=[CH:35][C:20]([N:17]2[CH:16]=[C:15]3[C:19]([C:11]([C:9]([NH2:8])=[O:10])=[CH:12][CH:13]=[CH:14]3)=[N:18]2)=[CH:21][CH:22]=1. The catalyst class is: 23.